From a dataset of NCI-60 drug combinations with 297,098 pairs across 59 cell lines. Regression. Given two drug SMILES strings and cell line genomic features, predict the synergy score measuring deviation from expected non-interaction effect. (1) Drug 1: C1=CC(=CC=C1CCCC(=O)O)N(CCCl)CCCl. Drug 2: CS(=O)(=O)CCNCC1=CC=C(O1)C2=CC3=C(C=C2)N=CN=C3NC4=CC(=C(C=C4)OCC5=CC(=CC=C5)F)Cl. Cell line: HCT-15. Synergy scores: CSS=18.7, Synergy_ZIP=0.668, Synergy_Bliss=1.65, Synergy_Loewe=-1.15, Synergy_HSA=0.249. (2) Drug 1: COC1=CC(=CC(=C1O)OC)C2C3C(COC3=O)C(C4=CC5=C(C=C24)OCO5)OC6C(C(C7C(O6)COC(O7)C8=CC=CS8)O)O. Drug 2: CC1=C2C(C(=O)C3(C(CC4C(C3C(C(C2(C)C)(CC1OC(=O)C(C(C5=CC=CC=C5)NC(=O)C6=CC=CC=C6)O)O)OC(=O)C7=CC=CC=C7)(CO4)OC(=O)C)O)C)OC(=O)C. Cell line: HOP-92. Synergy scores: CSS=49.1, Synergy_ZIP=-0.700, Synergy_Bliss=1.79, Synergy_Loewe=3.85, Synergy_HSA=6.51. (3) Drug 1: CC(C)NC(=O)C1=CC=C(C=C1)CNNC.Cl. Drug 2: C(CN)CNCCSP(=O)(O)O. Cell line: HCT116. Synergy scores: CSS=0.132, Synergy_ZIP=4.56, Synergy_Bliss=7.13, Synergy_Loewe=3.04, Synergy_HSA=1.35. (4) Drug 1: CN(C)N=NC1=C(NC=N1)C(=O)N. Drug 2: CN(CCCl)CCCl.Cl. Cell line: OVCAR3. Synergy scores: CSS=5.39, Synergy_ZIP=-3.40, Synergy_Bliss=-1.13, Synergy_Loewe=-3.70, Synergy_HSA=-2.09. (5) Drug 1: CN(CC1=CN=C2C(=N1)C(=NC(=N2)N)N)C3=CC=C(C=C3)C(=O)NC(CCC(=O)O)C(=O)O. Drug 2: C1=NC2=C(N=C(N=C2N1C3C(C(C(O3)CO)O)F)Cl)N. Cell line: NCI/ADR-RES. Synergy scores: CSS=46.6, Synergy_ZIP=-2.31, Synergy_Bliss=-0.119, Synergy_Loewe=-2.78, Synergy_HSA=1.39. (6) Drug 1: C1=CC=C(C(=C1)C(C2=CC=C(C=C2)Cl)C(Cl)Cl)Cl. Synergy scores: CSS=5.41, Synergy_ZIP=-0.891, Synergy_Bliss=0.108, Synergy_Loewe=2.29, Synergy_HSA=0.995. Cell line: HS 578T. Drug 2: C1C(C(OC1N2C=NC3=C2NC=NCC3O)CO)O. (7) Drug 1: C1C(C(OC1N2C=C(C(=O)NC2=O)F)CO)O. Drug 2: C1=NC2=C(N=C(N=C2N1C3C(C(C(O3)CO)O)O)F)N. Cell line: M14. Synergy scores: CSS=21.4, Synergy_ZIP=-7.55, Synergy_Bliss=-2.28, Synergy_Loewe=-45.4, Synergy_HSA=0.546. (8) Drug 1: CCC1=CC2CC(C3=C(CN(C2)C1)C4=CC=CC=C4N3)(C5=C(C=C6C(=C5)C78CCN9C7C(C=CC9)(C(C(C8N6C)(C(=O)OC)O)OC(=O)C)CC)OC)C(=O)OC.C(C(C(=O)O)O)(C(=O)O)O. Drug 2: N.N.Cl[Pt+2]Cl. Cell line: UACC62. Synergy scores: CSS=50.6, Synergy_ZIP=6.08, Synergy_Bliss=4.92, Synergy_Loewe=-24.1, Synergy_HSA=6.16.